From a dataset of Full USPTO retrosynthesis dataset with 1.9M reactions from patents (1976-2016). Predict the reactants needed to synthesize the given product. (1) The reactants are: [Br:1][C:2]1[CH:3]=[C:4]([N+:9]([O-:11])=[O:10])[C:5]([CH3:8])=[N:6][CH:7]=1.[CH3:12][N:13]([CH:15](OC)OC)[CH3:14].CCOC(C)=O. Given the product [Br:1][C:2]1[CH:3]=[C:4]([N+:9]([O-:11])=[O:10])[C:5]([CH:8]=[CH:12][N:13]([CH3:15])[CH3:14])=[N:6][CH:7]=1, predict the reactants needed to synthesize it. (2) The reactants are: Cl.[NH:2]1[CH2:7][CH2:6][CH:5]([N:8]2[N:12]=[C:11]([CH2:13][O:14][C:15]3[CH:16]=[CH:17][C:18]([N:21]4[CH:25]=[N:24][N:23]=[N:22]4)=[N:19][CH:20]=3)[CH:10]=[N:9]2)[CH2:4][CH2:3]1.[CH:26]([S:29](Cl)(=[O:31])=[O:30])([CH3:28])[CH3:27]. Given the product [CH:26]([S:29]([N:2]1[CH2:3][CH2:4][CH:5]([N:8]2[N:12]=[C:11]([CH2:13][O:14][C:15]3[CH:16]=[CH:17][C:18]([N:21]4[CH:25]=[N:24][N:23]=[N:22]4)=[N:19][CH:20]=3)[CH:10]=[N:9]2)[CH2:6][CH2:7]1)(=[O:31])=[O:30])([CH3:28])[CH3:27], predict the reactants needed to synthesize it. (3) The reactants are: [CH3:1][O:2][C:3]1[CH:4]=[C:5]([NH2:26])[CH:6]=[CH:7][C:8]=1[C:9]1[O:10][C:11]([C:14]2[C:15]([C:20]3[CH:25]=[CH:24][CH:23]=[CH:22][CH:21]=3)=[N:16][O:17][C:18]=2[CH3:19])=[N:12][N:13]=1.C(NC(C)C)(C)C.[C:34](Cl)(=[O:37])[CH2:35][CH3:36]. Given the product [CH3:1][O:2][C:3]1[CH:4]=[C:5]([NH:26][C:34](=[O:37])[CH2:35][CH3:36])[CH:6]=[CH:7][C:8]=1[C:9]1[O:10][C:11]([C:14]2[C:15]([C:20]3[CH:21]=[CH:22][CH:23]=[CH:24][CH:25]=3)=[N:16][O:17][C:18]=2[CH3:19])=[N:12][N:13]=1, predict the reactants needed to synthesize it. (4) Given the product [Br:1][C:2]1[CH:7]=[CH:6][C:5]([C:8]2[CH:9]=[CH:10][C:11]([S:18]([Cl:21])(=[O:19])=[O:26])=[CH:12][CH:13]=2)=[CH:4][CH:3]=1, predict the reactants needed to synthesize it. The reactants are: [Br:1][C:2]1[CH:3]=[C:4](S(O)(=O)=O)[C:5]([C:8]2[CH:13]=[CH:12][CH:11]=[CH:10][CH:9]=2)=[CH:6][CH:7]=1.[S:18]([Cl:21])(Cl)=[O:19].CN(C=[O:26])C. (5) Given the product [F:1][C:2]1[CH:24]=[C:23]([N+:25]([O-:27])=[O:26])[CH:22]=[CH:21][C:3]=1[O:4][C:5]1[CH:10]=[CH:9][N:8]=[CH:7][C:6]=1[C:11]1[CH:16]=[CH:15][C:14]([CH2:17][C:18]([NH2:34])=[O:19])=[CH:13][CH:12]=1, predict the reactants needed to synthesize it. The reactants are: [F:1][C:2]1[CH:24]=[C:23]([N+:25]([O-:27])=[O:26])[CH:22]=[CH:21][C:3]=1[O:4][C:5]1[CH:10]=[CH:9][N:8]=[CH:7][C:6]=1[C:11]1[CH:16]=[CH:15][C:14]([CH2:17][C:18](O)=[O:19])=[CH:13][CH:12]=1.C1C=CC2N(O)N=[N:34]C=2C=1.CCN=C=NCCCN(C)C. (6) Given the product [CH3:1][C:2]1[C:6]([C:7]([OH:9])=[O:8])=[CH:5][N:4]([C:12]2[CH:13]=[N:14][CH:15]=[CH:16][CH:17]=2)[N:3]=1, predict the reactants needed to synthesize it. The reactants are: [CH3:1][C:2]1[C:6]([C:7]([O:9]CC)=[O:8])=[CH:5][N:4]([C:12]2[CH:13]=[N:14][CH:15]=[CH:16][CH:17]=2)[N:3]=1.[OH-].[K+].O. (7) The reactants are: [NH:1]([C:3]1[CH:4]=[CH:5][C:6]([O:9][CH3:10])=[N:7][CH:8]=1)[NH2:2].[N:11]1[CH:16]=[CH:15][CH:14]=[C:13]([C:17](=O)[CH2:18][C:19](=O)[C:20]([O:22][CH3:23])=[O:21])[N:12]=1. Given the product [CH3:10][O:9][C:6]1[N:7]=[CH:8][C:3]([N:1]2[C:17]([C:13]3[N:12]=[N:11][CH:16]=[CH:15][CH:14]=3)=[CH:18][C:19]([C:20]([O:22][CH3:23])=[O:21])=[N:2]2)=[CH:4][CH:5]=1, predict the reactants needed to synthesize it.